Predict the reaction yield, written as a fraction of the theoretical maximum amount of product (1.0 means a 100% yield; for example, 0.34 means a 34% yield). From a dataset of Buchwald-Hartwig C-N cross coupling reaction yields with 55,370 reactions. (1) The reactants are Clc1cccnc1.Cc1ccc(N)cc1.O=S(=O)(O[Pd]1c2ccccc2-c2ccccc2N~1)C(F)(F)F.COc1ccc(OC)c(P([C@]23C[C@H]4C[C@H](C[C@H](C4)C2)C3)[C@]23C[C@H]4C[C@H](C[C@H](C4)C2)C3)c1-c1c(C(C)C)cc(C(C)C)cc1C(C)C.CN1CCCN2CCCN=C12.CCOC(=O)c1cc(C)no1. No catalyst specified. The product is Cc1ccc(Nc2cccnc2)cc1. The yield is 0.0231. (2) No catalyst specified. The yield is 0.0678. The product is COc1ccc(Nc2ccc(C)cc2)cc1. The reactants are COc1ccc(Br)cc1.Cc1ccc(N)cc1.O=S(=O)(O[Pd]1c2ccccc2-c2ccccc2N~1)C(F)(F)F.CC(C)c1cc(C(C)C)c(-c2ccccc2P(C(C)(C)C)C(C)(C)C)c(C(C)C)c1.CN(C)C(=NC(C)(C)C)N(C)C.c1ccc2nocc2c1. (3) The reactants are COc1ccc(I)cc1.Cc1ccc(N)cc1.O=S(=O)(O[Pd]1c2ccccc2-c2ccccc2N~1)C(F)(F)F.COc1ccc(OC)c(P([C@]23C[C@H]4C[C@H](C[C@H](C4)C2)C3)[C@]23C[C@H]4C[C@H](C[C@H](C4)C2)C3)c1-c1c(C(C)C)cc(C(C)C)cc1C(C)C.CN(C)C(=NC(C)(C)C)N(C)C.CCOC(=O)c1cnoc1C. No catalyst specified. The product is COc1ccc(Nc2ccc(C)cc2)cc1. The yield is 0.160. (4) The reactants are CCc1ccc(Br)cc1.Cc1ccc(N)cc1.O=S(=O)(O[Pd]1c2ccccc2-c2ccccc2N~1)C(F)(F)F.CC(C)c1cc(C(C)C)c(-c2ccccc2P(C(C)(C)C)C(C)(C)C)c(C(C)C)c1.CCN=P(N=P(N(C)C)(N(C)C)N(C)C)(N(C)C)N(C)C.c1ccc2oncc2c1. No catalyst specified. The product is CCc1ccc(Nc2ccc(C)cc2)cc1. The yield is 0.519. (5) The reactants are Brc1ccccn1.Cc1ccc(N)cc1.O=S(=O)(O[Pd]1c2ccccc2-c2ccccc2N~1)C(F)(F)F.CC(C)c1cc(C(C)C)c(-c2ccccc2P(C2CCCCC2)C2CCCCC2)c(C(C)C)c1.CN(C)C(=NC(C)(C)C)N(C)C.c1ccc(-c2cnoc2)cc1. No catalyst specified. The product is Cc1ccc(Nc2ccccn2)cc1. The yield is 0.355.